The task is: Regression. Given a peptide amino acid sequence and an MHC pseudo amino acid sequence, predict their binding affinity value. This is MHC class I binding data.. This data is from Peptide-MHC class I binding affinity with 185,985 pairs from IEDB/IMGT. (1) The peptide sequence is MSSAAHLLY. The MHC is HLA-B58:01 with pseudo-sequence HLA-B58:01. The binding affinity (normalized) is 0.820. (2) The peptide sequence is RIRRFRRPM. The MHC is HLA-B15:01 with pseudo-sequence HLA-B15:01. The binding affinity (normalized) is 0.668. (3) The peptide sequence is VICSFLVFLV. The MHC is HLA-A68:02 with pseudo-sequence HLA-A68:02. The binding affinity (normalized) is 0.300. (4) The MHC is HLA-A31:01 with pseudo-sequence HLA-A31:01. The peptide sequence is HIIDSFNIR. The binding affinity (normalized) is 0.838. (5) The MHC is HLA-A11:01 with pseudo-sequence HLA-A11:01. The peptide sequence is VVLASLIYR. The binding affinity (normalized) is 0.882.